This data is from Full USPTO retrosynthesis dataset with 1.9M reactions from patents (1976-2016). The task is: Predict the reactants needed to synthesize the given product. Given the product [C:1]1([O:11][CH2:12][C:13]([NH:15][C@H:16]([C:20]([NH:22][CH:23]([C:32](=[O:35])[CH2:33][F:34])[CH2:24][C:25]([OH:27])=[O:26])=[O:21])[CH:17]([CH3:18])[CH3:19])=[O:14])[C:10]2[C:5](=[CH:6][CH:7]=[CH:8][CH:9]=2)[CH:4]=[CH:3][CH:2]=1, predict the reactants needed to synthesize it. The reactants are: [C:1]1([O:11][CH2:12][C:13]([NH:15][C@H:16]([C:20]([NH:22][CH:23]([C:32](=[O:35])[CH2:33][F:34])[CH2:24][C:25]([O:27]C(C)(C)C)=[O:26])=[O:21])[CH:17]([CH3:19])[CH3:18])=[O:14])[C:10]2[C:5](=[CH:6][CH:7]=[CH:8][CH:9]=2)[CH:4]=[CH:3][CH:2]=1.C1(OC)C=CC=CC=1.FC(F)(F)C(O)=O.